Regression. Given a peptide amino acid sequence and an MHC pseudo amino acid sequence, predict their binding affinity value. This is MHC class I binding data. From a dataset of Peptide-MHC class I binding affinity with 185,985 pairs from IEDB/IMGT. (1) The peptide sequence is IRYQTPAI. The MHC is H-2-Db with pseudo-sequence H-2-Db. The binding affinity (normalized) is 0. (2) The peptide sequence is RPAPATGAL. The MHC is HLA-B46:01 with pseudo-sequence HLA-B46:01. The binding affinity (normalized) is 0.0847. (3) The peptide sequence is HRDGKPRYL. The MHC is HLA-B07:02 with pseudo-sequence HLA-B07:02. The binding affinity (normalized) is 0.0847. (4) The peptide sequence is AEMWAQDAAMY. The MHC is HLA-A23:01 with pseudo-sequence HLA-A23:01. The binding affinity (normalized) is 0. (5) The peptide sequence is FISFYLINK. The MHC is HLA-A03:01 with pseudo-sequence HLA-A03:01. The binding affinity (normalized) is 0.728. (6) The peptide sequence is REEEEAGVL. The MHC is HLA-B40:01 with pseudo-sequence HLA-B40:01. The binding affinity (normalized) is 0.891. (7) The peptide sequence is DEPASTEPVHDQLL. The MHC is HLA-A68:01 with pseudo-sequence HLA-A68:01. The binding affinity (normalized) is 0.